Dataset: Peptide-MHC class II binding affinity with 134,281 pairs from IEDB. Task: Regression. Given a peptide amino acid sequence and an MHC pseudo amino acid sequence, predict their binding affinity value. This is MHC class II binding data. The peptide sequence is SGTVDFDEFMEMMTG. The MHC is DRB3_0101 with pseudo-sequence DRB3_0101. The binding affinity (normalized) is 0.0726.